This data is from Reaction yield outcomes from USPTO patents with 853,638 reactions. The task is: Predict the reaction yield, written as a fraction of the theoretical maximum amount of product (1.0 means a 100% yield; for example, 0.34 means a 34% yield). (1) The reactants are [CH2:1]1[CH2:6][C@H:5]([C:7]([OH:9])=[O:8])[CH2:4][CH2:3][C@H:2]1[CH2:10][NH2:11].[CH3:12][C:13]([CH3:30])([CH3:29])[C:14]([O:16][CH2:17][O:18][C:19](ON1C(=O)CCC1=O)=[O:20])=[O:15]. The catalyst is CC(OC)(C)C.CC(C)=O.O. The product is [CH3:12][C:13]([CH3:30])([CH3:29])[C:14]([O:16][CH2:17][O:18][C:19]([CH:10]([NH2:11])[C@H:2]1[CH2:3][CH2:4][C@H:5]([C:7]([OH:9])=[O:8])[CH2:6][CH2:1]1)=[O:20])=[O:15]. The yield is 0.760. (2) The reactants are [NH2:1][C@@H:2]([CH2:22][C:23]1[CH:28]=[CH:27][CH:26]=[CH:25][CH:24]=1)[C@@H:3]([OH:21])[CH2:4][C@@H:5]([NH:13][C:14](=[O:20])[O:15][C:16]([CH3:19])([CH3:18])[CH3:17])[CH2:6][C:7]1[CH:12]=[CH:11][CH:10]=[CH:9][CH:8]=1.[CH3:29][C@@H:30]([CH2:49][CH3:50])[C@H:31]([N:35]1[CH2:39][CH2:38][N:37]([CH2:40][C:41]2[CH:46]=[CH:45][CH:44]=[C:43]([CH3:47])[N:42]=2)[C:36]1=[O:48])[C:32](O)=[O:33].CCN=C=NCCCN(C)C.C1C=CC2N(O)N=NC=2C=1.CN1CCOCC1. The catalyst is C1COCC1. The product is [CH2:6]([C@H:5]([NH:13][C:14](=[O:20])[O:15][C:16]([CH3:19])([CH3:17])[CH3:18])[CH2:4][C@H:3]([OH:21])[C@@H:2]([NH:1][C:32](=[O:33])[C@@H:31]([N:35]1[CH2:39][CH2:38][N:37]([CH2:40][C:41]2[CH:46]=[CH:45][CH:44]=[C:43]([CH3:47])[N:42]=2)[C:36]1=[O:48])[C@@H:30]([CH3:29])[CH2:49][CH3:50])[CH2:22][C:23]1[CH:28]=[CH:27][CH:26]=[CH:25][CH:24]=1)[C:7]1[CH:12]=[CH:11][CH:10]=[CH:9][CH:8]=1. The yield is 1.00. (3) The reactants are [CH3:1][C:2]1[CH:9]=[CH:8][C:5]([CH2:6][SH:7])=[CH:4][CH:3]=1.CC(C)([O-])C.[K+].C1COCC1.Cl[C:22](=[N:25][S:26][N:27]1[C:32]([CH3:34])([CH3:33])[CH2:31][CH2:30][CH2:29][C:28]1([CH3:36])[CH3:35])[C:23]#[N:24]. The catalyst is COC(C)(C)C.O. The product is [CH3:1][C:2]1[CH:9]=[CH:8][C:5]([CH2:6][S:7][C:22](=[N:25][S:26][N:27]2[C:32]([CH3:34])([CH3:33])[CH2:31][CH2:30][CH2:29][C:28]2([CH3:36])[CH3:35])[C:23]#[N:24])=[CH:4][CH:3]=1. The yield is 0.900. (4) The reactants are [NH:1]1[C:9]2[C:4](=[CH:5][CH:6]=[CH:7][CH:8]=2)[CH2:3][C:2]1=[O:10].[CH2:11]([N:13]([CH2:28][CH3:29])[CH2:14][CH2:15][NH:16][C:17]([C:19]1[C:23]([CH3:24])=[C:22]([CH:25]=O)[NH:21][C:20]=1[CH3:27])=[O:18])[CH3:12]. The catalyst is N1CCCCC1.C(O)C. The product is [CH2:28]([N:13]([CH2:11][CH3:12])[CH2:14][CH2:15][NH:16][C:17]([C:19]1[C:23]([CH3:24])=[C:22]([CH:25]=[C:3]2[C:4]3[C:9](=[CH:8][CH:7]=[CH:6][CH:5]=3)[NH:1][C:2]2=[O:10])[NH:21][C:20]=1[CH3:27])=[O:18])[CH3:29]. The yield is 0.550. (5) The yield is 0.869. The reactants are [Br:1][C:2]1[CH:3]=[CH:4][C:5]2=[C:6]([CH:18]=1)[NH:7][C:8](=S)[CH2:9][C:10]([C:12]([O:14][CH2:15][CH3:16])=[O:13])=[CH:11]2.Br.Br[CH2:21][CH2:22][NH2:23]. The product is [Br:1][C:2]1[CH:3]=[CH:4][C:5]2[CH:11]=[C:10]([C:12]([O:14][CH2:15][CH3:16])=[O:13])[CH2:9][C:8]3[N:7]([CH2:21][CH2:22][N:23]=3)[C:6]=2[CH:18]=1. The catalyst is C1COCC1.Cl[Hg]Cl.